This data is from Reaction yield outcomes from USPTO patents with 853,638 reactions. The task is: Predict the reaction yield, written as a fraction of the theoretical maximum amount of product (1.0 means a 100% yield; for example, 0.34 means a 34% yield). The catalyst is CN(C1C=CN=CC=1)C.CC#N. The yield is 0.660. The product is [C:1]([C:5]1[N:9]([CH2:10][CH:11]2[CH2:16][CH2:15][O:14][CH2:13][CH2:12]2)[C:8]2[CH:17]=[CH:18][C:19]([S:21]([N:28]3[CH2:29][C:26]([F:30])([F:25])[CH2:27]3)(=[O:23])=[O:22])=[CH:20][C:7]=2[N:6]=1)([CH3:4])([CH3:3])[CH3:2]. The reactants are [C:1]([C:5]1[N:9]([CH2:10][CH:11]2[CH2:16][CH2:15][O:14][CH2:13][CH2:12]2)[C:8]2[CH:17]=[CH:18][C:19]([S:21](Cl)(=[O:23])=[O:22])=[CH:20][C:7]=2[N:6]=1)([CH3:4])([CH3:3])[CH3:2].[F:25][C:26]1([F:30])[CH2:29][NH:28][CH2:27]1.